From a dataset of Catalyst prediction with 721,799 reactions and 888 catalyst types from USPTO. Predict which catalyst facilitates the given reaction. (1) Reactant: [F:1][C:2]([F:11])([F:10])[C:3]1[CH:4]=[CH:5][C:6]([NH2:9])=[N:7][CH:8]=1.[Cl:12][CH:13]([Cl:18])[C:14]([CH2:16]Cl)=O. Product: [Cl:12][CH:13]([Cl:18])[C:14]1[N:9]=[C:6]2[CH:5]=[CH:4][C:3]([C:2]([F:1])([F:10])[F:11])=[CH:8][N:7]2[CH:16]=1. The catalyst class is: 216. (2) Reactant: Cl[C:2]1[N:10]=[C:9]([Cl:11])[C:8]([F:12])=[CH:7][C:3]=1[C:4]([OH:6])=[O:5].C(N(C(C)C)CC)(C)C.Cl.[O:23]1[CH2:28][CH2:27][CH:26]([NH2:29])[CH2:25][CH2:24]1.ClCCl. Product: [Cl:11][C:9]1[C:8]([F:12])=[CH:7][C:3]([C:4]([OH:6])=[O:5])=[C:2]([NH:29][CH:26]2[CH2:27][CH2:28][O:23][CH2:24][CH2:25]2)[N:10]=1. The catalyst class is: 10. (3) Reactant: [CH3:1][S:2]([NH:5][C:6]1[CH:15]=[CH:14][C:13]2[C:8](=[CH:9][CH:10]=[CH:11][CH:12]=2)[C:7]=1[C:16]1[C:25]2[C:20](=[CH:21][CH:22]=[CH:23][CH:24]=2)[CH:19]=[CH:18][C:17]=1[P:26]([C:34]1[CH:39]=[CH:38][CH:37]=[CH:36][CH:35]=1)([C:28]1[CH:33]=[CH:32][CH:31]=[CH:30][CH:29]=1)=O)(=[O:4])=[O:3].C(N(CC)CC)C.Cl[SiH](Cl)Cl. Product: [CH3:1][S:2]([NH:5][C:6]1[CH:15]=[CH:14][C:13]2[C:8](=[CH:9][CH:10]=[CH:11][CH:12]=2)[C:7]=1[C:16]1[C:25]2[C:20](=[CH:21][CH:22]=[CH:23][CH:24]=2)[CH:19]=[CH:18][C:17]=1[P:26]([C:34]1[CH:39]=[CH:38][CH:37]=[CH:36][CH:35]=1)[C:28]1[CH:29]=[CH:30][CH:31]=[CH:32][CH:33]=1)(=[O:3])=[O:4]. The catalyst class is: 113.